This data is from Full USPTO retrosynthesis dataset with 1.9M reactions from patents (1976-2016). The task is: Predict the reactants needed to synthesize the given product. (1) Given the product [Br:1][C:2]1[CH:3]=[C:4]([C:15]([NH:65][CH2:66][C:67]2[C:68](=[O:75])[NH:69][C:70]([CH3:74])=[CH:71][C:72]=2[CH3:73])=[O:17])[C:5]2[C:6]([CH3:14])=[N:7][N:8]([CH:11]([CH3:12])[CH3:13])[C:9]=2[CH:10]=1, predict the reactants needed to synthesize it. The reactants are: [Br:1][C:2]1[CH:3]=[C:4]([C:15]([OH:17])=O)[C:5]2[C:6]([CH3:14])=[N:7][N:8]([CH:11]([CH3:13])[CH3:12])[C:9]=2[CH:10]=1.BrC1C=C(C(OC)=O)C2C(C=O)=NNC=2C=1.CCN=C=NCCCN(C)C.Cl.C1C=CC2N(O)N=NC=2C=1.C(N(C(C)C)CC)(C)C.[NH2:65][CH2:66][C:67]1[C:68](=[O:75])[NH:69][C:70]([CH3:74])=[CH:71][C:72]=1[CH3:73]. (2) Given the product [CH3:1][C:2]([S@:5]([N:7]=[C:10]1[CH2:11][O:8][CH2:9]1)=[O:6])([CH3:4])[CH3:3], predict the reactants needed to synthesize it. The reactants are: [CH3:1][C:2]([S@:5]([NH2:7])=[O:6])([CH3:4])[CH3:3].[O:8]1[CH2:11][C:10](=O)[CH2:9]1. (3) Given the product [Cl:39][C:40]1[CH:45]=[C:44]2[C:43](=[CH:42][CH:41]=1)[O:3][C:4]1([CH2:5][CH2:6][CH2:7]1)[CH2:9][CH:10]2[NH:12][C:25](=[O:27])[CH2:24][C:18]1[CH:19]=[CH:20][C:21]([O:22][CH3:23])=[C:16]([O:15][CH3:14])[CH:17]=1, predict the reactants needed to synthesize it. The reactants are: CC1(C)C[CH:10]([NH2:12])[C:9]2[C:4](=[CH:5][CH:6]=[CH:7]C=2)[O:3]1.[CH3:14][O:15][C:16]1[CH:17]=[C:18]([CH2:24][C:25]([OH:27])=O)[CH:19]=[CH:20][C:21]=1[O:22][CH3:23].CCN=C=NCCCN(C)C.[ClH:39].[CH:40]1[CH:41]=[CH:42][C:43]2N(O)N=N[C:44]=2[CH:45]=1.C(N(CC)CC)C. (4) The reactants are: [CH3:1][C:2]([CH3:25])([CH3:24])[C:3]#[C:4][C:5]1[S:9][C:8]([C:10]([O:12][CH3:13])=[O:11])=[C:7]([NH:14][C@H:15]2[CH2:21][CH2:20][CH2:19][CH2:18][N:17]([CH3:22])[C:16]2=[O:23])[CH:6]=1.N1C=CC=CC=1.[Cl:32][C:33]1[CH:41]=[C:40]([Cl:42])[CH:39]=[CH:38][C:34]=1[C:35](Cl)=[O:36]. Given the product [CH3:1][C:2]([CH3:25])([CH3:24])[C:3]#[C:4][C:5]1[S:9][C:8]([C:10]([O:12][CH3:13])=[O:11])=[C:7]([N:14]([C:35](=[O:36])[C:34]2[CH:38]=[CH:39][C:40]([Cl:42])=[CH:41][C:33]=2[Cl:32])[C@H:15]2[CH2:21][CH2:20][CH2:19][CH2:18][N:17]([CH3:22])[C:16]2=[O:23])[CH:6]=1, predict the reactants needed to synthesize it. (5) Given the product [C:27]([O:26][C:24]([CH2:23][N:14]1[C:15]2[C:20](=[CH:19][CH:18]=[CH:17][CH:16]=2)[C:21](=[O:22])[N:12]([C:9]2[CH:8]=[CH:7][C:6]([CH2:5][C:4]([OH:32])=[O:3])=[CH:11][CH:10]=2)[C:13]1=[O:31])=[O:25])([CH3:30])([CH3:28])[CH3:29], predict the reactants needed to synthesize it. The reactants are: C([O:3][C:4](=[O:32])[CH2:5][C:6]1[CH:11]=[CH:10][C:9]([N:12]2[C:21](=[O:22])[C:20]3[C:15](=[CH:16][CH:17]=[CH:18][CH:19]=3)[N:14]([CH2:23][C:24]([O:26][C:27]([CH3:30])([CH3:29])[CH3:28])=[O:25])[C:13]2=[O:31])=[CH:8][CH:7]=1)C.[OH-].[Na+]. (6) Given the product [OH:34][C:23]1[C:24]2[CH:25]=[CH:26][CH:27]=[C:18]([S:15]([N:12]3[CH2:13][CH2:14][C@@H:10]([NH:8][CH3:9])[CH2:11]3)(=[O:17])=[O:16])[C:19]=2[C:20]([Br:29])=[CH:21][N:22]=1.[ClH:28], predict the reactants needed to synthesize it. The reactants are: C(OC([N:8]([C@@H:10]1[CH2:14][CH2:13][N:12]([S:15]([C:18]2[C:19]3[C:20]([Br:29])=[CH:21][N:22]=[C:23]([Cl:28])[C:24]=3[CH:25]=[CH:26][CH:27]=2)(=[O:17])=[O:16])[CH2:11]1)[CH3:9])=O)(C)(C)C.C([O:34]C(N([C@@H]1CCNC1)C)=O)(C)(C)C.C(OC(N([C@H]1CCNC1)C)=O)(C)(C)C.